From a dataset of Forward reaction prediction with 1.9M reactions from USPTO patents (1976-2016). Predict the product of the given reaction. (1) The product is: [CH:1]1([NH:4][CH2:12][C:13]([NH:14][CH2:15][C:16]2[CH:17]=[C:18]([C:22]3[CH:23]=[CH:24][C:25]([C:28]([F:29])([F:30])[F:31])=[CH:26][CH:27]=3)[CH:19]=[CH:20][CH:21]=2)=[O:32])[CH2:2][CH2:3]1. Given the reactants [CH:1]1([N:4]([CH2:12][C:13](=[O:32])[NH:14][CH2:15][C:16]2[CH:17]=[C:18]([C:22]3[CH:27]=[CH:26][C:25]([C:28]([F:31])([F:30])[F:29])=[CH:24][CH:23]=3)[CH:19]=[CH:20][CH:21]=2)C(=O)OC(C)(C)C)[CH2:3][CH2:2]1.O1CCOCC1, predict the reaction product. (2) Given the reactants OB(O)[C:3]1[CH:8]=[CH:7][C:6]([C:9]2[C:18]([C:19]3[CH:24]=[CH:23][C:22](B(O)O)=[CH:21][CH:20]=3)=[N:17][C:16]3[C:11](=[CH:12][CH:13]=[CH:14][CH:15]=3)[N:10]=2)=[CH:5][CH:4]=1.Br[C:30]1[C:43]2[C:44]3=[C:45]4[C:40](=[CH:41][CH:42]=2)[CH:39]=[CH:38][CH:37]=[C:36]4[CH:35]=[CH:34][C:33]3=[CH:32][CH:31]=1.[C:61]1([CH3:66])[CH:62]=[CH:63][CH:64]=[CH:65][C:60]=1P([C:60]1[CH:65]=[CH:64][CH:63]=[CH:62][C:61]=1[CH3:66])[C:60]1[CH:65]=[CH:64][CH:63]=[CH:62][C:61]=1[CH3:66].C(=O)([O-])[O-].[K+].[K+], predict the reaction product. The product is: [C:30]1([C:3]2[CH:8]=[CH:7][C:6]([C:9]3[C:18]([C:19]4[CH:24]=[CH:23][C:22]([C:4]5[CH:5]=[CH:6][C:9]6[C:66]7=[C:61]8[C:60]([CH:65]=[CH:64][CH:63]=[C:62]8[CH:7]=[CH:8][C:3]=57)=[CH:19][CH:18]=6)=[CH:21][CH:20]=4)=[N:17][C:16]4[C:11](=[CH:12][CH:13]=[CH:14][CH:15]=4)[N:10]=3)=[CH:5][CH:4]=2)[C:43]2[C:44]3=[C:45]4[C:40](=[CH:41][CH:42]=2)[CH:39]=[CH:38][CH:37]=[C:36]4[CH:35]=[CH:34][C:33]3=[CH:32][CH:31]=1. (3) Given the reactants [BH4-].[Na+].[I-].[NH2:4][C:5]1[C:6]([C:27]2[CH:32]=[CH:31][N+:30]([CH3:33])=[CH:29][CH:28]=2)=[N:7][C:8]([C:17]2[CH:22]=[CH:21][C:20](=[O:23])[N:19]([CH:24]([CH3:26])[CH3:25])[N:18]=2)=[C:9]([C:11]2[CH:16]=[CH:15][CH:14]=[CH:13][CH:12]=2)[N:10]=1.Cl, predict the reaction product. The product is: [NH2:4][C:5]1[N:10]=[C:9]([C:11]2[CH:12]=[CH:13][CH:14]=[CH:15][CH:16]=2)[C:8]([C:17]2[CH:22]=[CH:21][C:20](=[O:23])[N:19]([CH:24]([CH3:26])[CH3:25])[N:18]=2)=[N:7][C:6]=1[C:27]1[CH2:32][CH2:31][N:30]([CH3:33])[CH2:29][CH:28]=1. (4) Given the reactants [Cl:1][C:2]1[CH:7]=[CH:6][CH:5]=[C:4]([Cl:8])[C:3]=1[N:9]1[C:13]([CH2:14][O:15][C:16]2[CH:21]=[CH:20][C:19]([C:22](C)=COC)=[C:18]([CH3:27])[CH:17]=2)=[C:12]([CH:28]([CH3:30])[CH3:29])[CH:11]=[N:10]1.BrC1C=CC([O:36]CC2N(C3C(Cl)=CC=CC=3Cl)N=CC=2C(C)C)=CC=1C, predict the reaction product. The product is: [Cl:1][C:2]1[CH:7]=[CH:6][CH:5]=[C:4]([Cl:8])[C:3]=1[N:9]1[C:13]([CH2:14][O:15][C:16]2[CH:21]=[CH:20][C:19]([CH:22]=[O:36])=[C:18]([CH3:27])[CH:17]=2)=[C:12]([CH:28]([CH3:30])[CH3:29])[CH:11]=[N:10]1. (5) Given the reactants CC([Si](C)(C)[O:6][C:7]1[CH:16]=[CH:15][CH:14]=[C:13]2[C:8]=1[CH2:9][CH2:10][C:11]1[N:12]2[CH:17]=[N:18][C:19]=1[C:20]([O:22][CH2:23][CH3:24])=[O:21])(C)C.[F-].C([N+](CCCC)(CCCC)CCCC)CCC.[Cl-].[NH4+], predict the reaction product. The product is: [OH:6][C:7]1[CH:16]=[CH:15][CH:14]=[C:13]2[C:8]=1[CH2:9][CH2:10][C:11]1[N:12]2[CH:17]=[N:18][C:19]=1[C:20]([O:22][CH2:23][CH3:24])=[O:21]. (6) Given the reactants Cl[C:2]1[N:11]=[C:10]2[C:5]([C:6](=[O:18])[C:7]([C:15]([OH:17])=[O:16])=[CH:8][N:9]2[CH:12]2[CH2:14][CH2:13]2)=[CH:4][C:3]=1[F:19].[NH:20]1[CH2:23][CH:22]([NH:24][CH2:25][C@H:26]2[O:30][C:29](=[O:31])[N:28]([C:32]3[CH:33]=[CH:34][C:35]4[S:40][CH2:39][C:38](=[O:41])[NH:37][C:36]=4[CH:42]=3)[CH2:27]2)[CH2:21]1, predict the reaction product. The product is: [CH:12]1([N:9]2[C:10]3[C:5](=[CH:4][C:3]([F:19])=[C:2]([N:20]4[CH2:23][CH:22]([NH:24][CH2:25][C@H:26]5[O:30][C:29](=[O:31])[N:28]([C:32]6[CH:33]=[CH:34][C:35]7[S:40][CH2:39][C:38](=[O:41])[NH:37][C:36]=7[CH:42]=6)[CH2:27]5)[CH2:21]4)[N:11]=3)[C:6](=[O:18])[C:7]([C:15]([OH:17])=[O:16])=[CH:8]2)[CH2:14][CH2:13]1. (7) Given the reactants [N:1]([CH2:4][C@@H:5]([OH:10])[C:6](OC)=[O:7])=[N+:2]=[N-:3].C(O)C.[CH3:14][NH2:15], predict the reaction product. The product is: [N:1]([CH2:4][C@@H:5]([OH:10])[C:6]([NH:15][CH3:14])=[O:7])=[N+:2]=[N-:3]. (8) Given the reactants [CH2:1](OC(OCC)OCC)C.[CH3:11][C:12]1([CH3:20])[O:17][C:16](=[O:18])[CH2:15][C:14](=[O:19])[O:13]1.[Cl:21][C:22]1[CH:23]=[C:24]([CH:26]=[CH:27][C:28]=1[O:29][CH3:30])[NH2:25], predict the reaction product. The product is: [Cl:21][C:22]1[CH:23]=[C:24]([NH:25][CH:1]=[C:15]2[C:16](=[O:18])[O:17][C:12]([CH3:20])([CH3:11])[O:13][C:14]2=[O:19])[CH:26]=[CH:27][C:28]=1[O:29][CH3:30].